Dataset: Catalyst prediction with 721,799 reactions and 888 catalyst types from USPTO. Task: Predict which catalyst facilitates the given reaction. Reactant: [CH3:1][C:2]1([CH3:25])[C:6]2[C:7]([O:11][C:12]3[N:17]=[CH:16][C:15]([NH:18][C:19](=[O:24])[C:20]([CH3:23])([CH3:22])[NH2:21])=[CH:14][N:13]=3)=[CH:8][CH:9]=[CH:10][C:5]=2[O:4][CH2:3]1.Cl[C:27](Cl)([O:29]C(=O)OC(Cl)(Cl)Cl)Cl. Product: [CH3:1][C:2]1([CH3:25])[C:6]2[C:7]([O:11][C:12]3[N:17]=[CH:16][C:15]([N:18]4[C:19](=[O:24])[C:20]([CH3:23])([CH3:22])[NH:21][C:27]4=[O:29])=[CH:14][N:13]=3)=[CH:8][CH:9]=[CH:10][C:5]=2[O:4][CH2:3]1. The catalyst class is: 4.